From a dataset of Forward reaction prediction with 1.9M reactions from USPTO patents (1976-2016). Predict the product of the given reaction. (1) Given the reactants [Cl:1][C:2]1[CH:3]=[CH:4][C:5]([C:9]2[N:13]([CH2:14][CH:15]3[CH2:20][CH2:19][CH2:18][CH2:17][CH2:16]3)[C:12]3[CH:21]=[C:22]([F:26])[C:23]([F:25])=[CH:24][C:11]=3[N:10]=2)=[C:6]([OH:8])[CH:7]=1.[CH3:27][O:28][C:29](=[O:39])[C:30]1[CH:35]=[CH:34][C:33]([CH2:36][CH2:37]Br)=[CH:32][CH:31]=1, predict the reaction product. The product is: [CH3:27][O:28][C:29](=[O:39])[C:30]1[CH:35]=[CH:34][C:33]([CH2:36][CH2:37][O:8][C:6]2[CH:7]=[C:2]([Cl:1])[CH:3]=[CH:4][C:5]=2[C:9]2[N:13]([CH2:14][CH:15]3[CH2:16][CH2:17][CH2:18][CH2:19][CH2:20]3)[C:12]3[CH:21]=[C:22]([F:26])[C:23]([F:25])=[CH:24][C:11]=3[N:10]=2)=[CH:32][CH:31]=1. (2) Given the reactants [CH2:1]([O:3][C:4]([C@H:6]1[CH2:10][C:9](=[CH2:11])[CH2:8][C@@H:7]1[C:12]([OH:14])=O)=[O:5])[CH3:2].ClC(OCC(C)C)=O.[NH2:23][C:24]1[CH:29]=[CH:28][C:27]([N:30]2[CH:35]=[CH:34][CH:33]=[CH:32][C:31]2=[O:36])=[CH:26][C:25]=1[F:37], predict the reaction product. The product is: [CH2:1]([O:3][C:4]([C@H:6]1[CH2:10][C:9](=[CH2:11])[CH2:8][C@@H:7]1[C:12](=[O:14])[NH:23][C:24]1[CH:29]=[CH:28][C:27]([N:30]2[CH:35]=[CH:34][CH:33]=[CH:32][C:31]2=[O:36])=[CH:26][C:25]=1[F:37])=[O:5])[CH3:2]. (3) Given the reactants [NH2:1][C:2]1[N:23]=[C:22](Cl)[CH:21]=[CH:20][C:3]=1[C:4]([NH:6][CH2:7][C:8]1[S:9][C:10]([O:13][C:14]2[CH:19]=[CH:18][CH:17]=[CH:16][CH:15]=2)=[CH:11][CH:12]=1)=[O:5].C1C=C[C:28]([CH2:31][C:32]([NH:34]C[NH:34][C@H:32](C(O)=O)[CH2:31][C:28]2C=CC([N+]([O-])=O)=CC=2)=O)=CC=1.C(N)CC, predict the reaction product. The product is: [NH2:1][C:2]1[N:23]=[C:22]([NH:34][CH2:32][CH2:31][CH3:28])[CH:21]=[CH:20][C:3]=1[C:4]([NH:6][CH2:7][C:8]1[S:9][C:10]([O:13][C:14]2[CH:19]=[CH:18][CH:17]=[CH:16][CH:15]=2)=[CH:11][CH:12]=1)=[O:5]. (4) The product is: [Cl:10][C:6]1[CH:7]=[CH:8][CH:9]=[C:4]2[C:5]=1[CH:11]([CH3:12])[NH:15][C:14](=[S:16])[NH:3]2. Given the reactants [BH4-].[Na+].[NH2:3][C:4]1[CH:9]=[CH:8][CH:7]=[C:6]([Cl:10])[C:5]=1[C:11](=O)[CH3:12].[C:14]([S-:16])#[N:15].[K+].Cl, predict the reaction product. (5) Given the reactants [OH:1][C:2]1[CH:7]=[CH:6][C:5]([CH2:8][CH2:9][CH2:10][C@@H:11]([NH:21]C(=O)[O-])[CH2:12][NH:13]C(=O)OC(C)(C)C)=[CH:4][CH:3]=1.C([O-])([O-])=O.[Cs+].[Cs+].Br[CH2:32][C:33]([N:35]1[CH2:40][CH2:39][O:38][CH2:37][CH2:36]1)=[O:34].Cl, predict the reaction product. The product is: [NH2:21][C@@H:11]([CH2:12][NH2:13])[CH2:10][CH2:9][CH2:8][C:5]1[CH:4]=[CH:3][C:2]([O:1][CH2:32][C:33]([N:35]2[CH2:40][CH2:39][O:38][CH2:37][CH2:36]2)=[O:34])=[CH:7][CH:6]=1. (6) The product is: [N:1]1[CH:6]=[CH:5][CH:4]=[CH:3][C:2]=1[C:7]1[O:8][C:9]2[CH2:14][CH2:13][N:12]([C:17]3[CH:18]=[C:19]([CH:22]=[CH:23][CH:24]=3)[C:20]#[N:21])[CH2:11][C:10]=2[N:15]=1. Given the reactants [N:1]1[CH:6]=[CH:5][CH:4]=[CH:3][C:2]=1[C:7]1[O:8][C:9]2[CH2:14][CH2:13][NH:12][CH2:11][C:10]=2[N:15]=1.Br[C:17]1[CH:18]=[C:19]([CH:22]=[CH:23][CH:24]=1)[C:20]#[N:21].C([O-])([O-])=O.[Cs+].[Cs+].CC1(C)C2C(=C(P(C3C=CC=CC=3)C3C=CC=CC=3)C=CC=2)OC2C(P(C3C=CC=CC=3)C3C=CC=CC=3)=CC=CC1=2, predict the reaction product. (7) Given the reactants FC(S(O[C:9]1[CH:14]=[C:13]([C:15]2[CH:20]=[CH:19][C:18]([C:21]#[N:22])=[CH:17][CH:16]=2)[N:12]=[C:11]([NH:23][CH2:24][CH2:25][NH:26][C:27]([O:29][C:30]([CH3:33])([CH3:32])[CH3:31])=[O:28])[N:10]=1)(=O)=O)(F)F.O.[NH:35]1[CH2:40][CH2:39][O:38][CH2:37][CH2:36]1, predict the reaction product. The product is: [C:30]([O:29][C:27]([NH:26][CH2:25][CH2:24][NH:23][C:11]1[N:12]=[C:13]([C:15]2[CH:20]=[CH:19][C:18]([C:21]#[N:22])=[CH:17][CH:16]=2)[CH:14]=[C:9]([N:35]2[CH2:40][CH2:39][O:38][CH2:37][CH2:36]2)[N:10]=1)=[O:28])([CH3:33])([CH3:32])[CH3:31]. (8) Given the reactants [CH3:1][C:2]1[C:10]2[O:9][CH:8]=[CH:7][C:6]=2[C:5]([N+:11]([O-:13])=[O:12])=[CH:4][CH:3]=1.C(O[CH:19](N(C)C)[N:20]([CH3:22])[CH3:21])(C)(C)C, predict the reaction product. The product is: [CH3:19][N:20]([CH3:22])[CH:21]=[CH:1][C:2]1[C:10]2[O:9][CH:8]=[CH:7][C:6]=2[C:5]([N+:11]([O-:13])=[O:12])=[CH:4][CH:3]=1.